This data is from Full USPTO retrosynthesis dataset with 1.9M reactions from patents (1976-2016). The task is: Predict the reactants needed to synthesize the given product. (1) Given the product [CH3:23][S:24][C:25]1[CH:30]=[CH:29][NH:28][C:27](=[S:10])[C:26]=1[CH3:32], predict the reactants needed to synthesize it. The reactants are: COC1C=CC(P2(SP(C3C=CC(OC)=CC=3)(=S)S2)=[S:10])=CC=1.[CH3:23][S:24][C:25]1[CH:30]=[CH:29][NH:28][C:27](=O)[C:26]=1[CH3:32]. (2) Given the product [C:35]([NH:10][C@@H:11]1[CH2:17][CH2:16][C:15]2[CH:18]=[CH:19][CH:20]=[CH:21][C:14]=2[NH:13][C:12]1=[O:22])([C:36]1[CH:41]=[CH:40][CH:39]=[CH:38][CH:37]=1)([C:48]1[CH:49]=[CH:50][CH:51]=[CH:52][CH:53]=1)[C:42]1[CH:43]=[CH:44][CH:45]=[CH:46][CH:47]=1, predict the reactants needed to synthesize it. The reactants are: N1C(=O)CC[C@@H]1C(O)=O.[NH2:10][C@@H:11]1[CH2:17][CH2:16][C:15]2[CH:18]=[CH:19][CH:20]=[CH:21][C:14]=2[NH:13][C:12]1=[O:22].CN(C)C=O.C(N(CC)CC)C.[C:35](Cl)([C:48]1[CH:53]=[CH:52][CH:51]=[CH:50][CH:49]=1)([C:42]1[CH:47]=[CH:46][CH:45]=[CH:44][CH:43]=1)[C:36]1[CH:41]=[CH:40][CH:39]=[CH:38][CH:37]=1. (3) Given the product [F:41][C:38]([F:39])([F:40])[O:37][C:34]1[CH:33]=[CH:32][C:31]([CH2:30][NH:29][C:28]([C@H:10]2[CH2:9][NH:8][CH2:13][CH2:12][N:11]2[S:14]([C:17]2[CH:22]=[CH:21][C:20]([O:23][C:24]([F:25])([F:26])[F:27])=[CH:19][CH:18]=2)(=[O:15])=[O:16])=[O:42])=[CH:36][CH:35]=1, predict the reactants needed to synthesize it. The reactants are: C(OC([N:8]1[CH2:13][CH2:12][N:11]([S:14]([C:17]2[CH:22]=[CH:21][C:20]([O:23][C:24]([F:27])([F:26])[F:25])=[CH:19][CH:18]=2)(=[O:16])=[O:15])[C@@H:10]([C:28](=[O:42])[NH:29][CH2:30][C:31]2[CH:36]=[CH:35][C:34]([O:37][C:38]([F:41])([F:40])[F:39])=[CH:33][CH:32]=2)[CH2:9]1)=O)(C)(C)C. (4) Given the product [F:9][C:4]1[CH:3]=[C:2]([B:15]2[O:19][C:18]([CH3:21])([CH3:20])[C:17]([CH3:23])([CH3:22])[O:16]2)[CH:7]=[CH:6][C:5]=1[OH:8], predict the reactants needed to synthesize it. The reactants are: Br[C:2]1[CH:7]=[CH:6][C:5]([OH:8])=[C:4]([F:9])[CH:3]=1.C([O-])(=O)C.[K+].[B:15]1([B:15]2[O:19][C:18]([CH3:21])([CH3:20])[C:17]([CH3:23])([CH3:22])[O:16]2)[O:19][C:18]([CH3:21])([CH3:20])[C:17]([CH3:23])([CH3:22])[O:16]1.C(OCC)(=O)C. (5) Given the product [Br:1][CH2:38][CH2:37][O:36][CH2:35][C:32]1[CH:33]=[CH:34][C:29]([F:28])=[CH:30][CH:31]=1, predict the reactants needed to synthesize it. The reactants are: [Br:1]N1C(=O)CCC1=O.C1(P(C2C=CC=CC=2)C2C=CC=CC=2)C=CC=CC=1.[F:28][C:29]1[CH:34]=[CH:33][C:32]([CH2:35][O:36][CH2:37][CH2:38]O)=[CH:31][CH:30]=1. (6) The reactants are: C(OC(=O)[NH:7][CH:8]1[CH2:13][CH2:12][N:11]([C:14]2[CH:19]=[CH:18][C:17]([S:20](=[O:28])(=[O:27])[NH:21][C:22]3[S:23][CH:24]=[CH:25][N:26]=3)=[CH:16][CH:15]=2)[CH2:10][CH2:9]1)(C)(C)C.C(O)(C(F)(F)F)=O.C([O-])(O)=O.[Na+].Cl. Given the product [NH2:7][CH:8]1[CH2:9][CH2:10][N:11]([C:14]2[CH:19]=[CH:18][C:17]([S:20]([NH:21][C:22]3[S:23][CH:24]=[CH:25][N:26]=3)(=[O:28])=[O:27])=[CH:16][CH:15]=2)[CH2:12][CH2:13]1, predict the reactants needed to synthesize it.